From a dataset of Peptide-MHC class I binding affinity with 185,985 pairs from IEDB/IMGT. Regression. Given a peptide amino acid sequence and an MHC pseudo amino acid sequence, predict their binding affinity value. This is MHC class I binding data. The peptide sequence is SSCKMALLFK. The MHC is HLA-A02:03 with pseudo-sequence HLA-A02:03. The binding affinity (normalized) is 0.0643.